From a dataset of Full USPTO retrosynthesis dataset with 1.9M reactions from patents (1976-2016). Predict the reactants needed to synthesize the given product. (1) Given the product [ClH:19].[NH2:7][CH2:8][CH2:9][C:10]([NH:11][C:12]1[CH:16]=[CH:15][O:14][N:13]=1)=[O:17], predict the reactants needed to synthesize it. The reactants are: C(OC(=O)[NH:7][CH2:8][CH2:9][C:10](=[O:17])[NH:11][C:12]1[CH:16]=[CH:15][O:14][N:13]=1)(C)(C)C.[ClH:19]. (2) Given the product [Br:19][C:20]1[CH:25]=[CH:24][C:23]([O:15][CH2:14][C:13]2[N:9]([C:3]3[C:4]([Cl:8])=[CH:5][CH:6]=[CH:7][C:2]=3[Cl:1])[N:10]=[N:11][C:12]=2[CH:16]([CH3:18])[CH3:17])=[CH:22][C:21]=1[CH3:27], predict the reactants needed to synthesize it. The reactants are: [Cl:1][C:2]1[CH:7]=[CH:6][CH:5]=[C:4]([Cl:8])[C:3]=1[N:9]1[C:13]([CH2:14][OH:15])=[C:12]([CH:16]([CH3:18])[CH3:17])[N:11]=[N:10]1.[Br:19][C:20]1[CH:25]=[CH:24][C:23](O)=[CH:22][C:21]=1[CH3:27].C(P(CCCC)CCCC)CCC. (3) Given the product [C:28]([C:24]1[CH:23]=[C:22]([CH2:21][S:20][C:15]2[C:14]([C:12]([NH:11][C:6]3[CH:7]=[C:8]([CH3:10])[CH:9]=[C:4]([CH3:3])[CH:5]=3)=[O:13])=[CH:19][CH:18]=[CH:17][N:16]=2)[CH:27]=[CH:26][N:25]=1)([OH:30])=[O:29], predict the reactants needed to synthesize it. The reactants are: [OH-].[Na+].[CH3:3][C:4]1[CH:5]=[C:6]([NH:11][C:12]([C:14]2[C:15]([S:20][CH2:21][C:22]3[CH:27]=[CH:26][N:25]=[C:24]([C:28]([O:30]CC)=[O:29])[CH:23]=3)=[N:16][CH:17]=[CH:18][CH:19]=2)=[O:13])[CH:7]=[C:8]([CH3:10])[CH:9]=1.Cl. (4) Given the product [OH:23][CH:24]1[CH2:29][CH2:28][CH:27]([NH:30][C:2]2[CH:9]=[C:8]([C:10]3[C:18]4[CH2:17][C:16]([CH3:20])([CH3:19])[CH2:15][C:14](=[O:21])[C:13]=4[N:12]([CH3:22])[CH:11]=3)[CH:7]=[CH:6][C:3]=2[C:4]#[N:5])[CH2:26][CH2:25]1, predict the reactants needed to synthesize it. The reactants are: F[C:2]1[CH:9]=[C:8]([C:10]2[C:18]3[CH2:17][C:16]([CH3:20])([CH3:19])[CH2:15][C:14](=[O:21])[C:13]=3[N:12]([CH3:22])[CH:11]=2)[CH:7]=[CH:6][C:3]=1[C:4]#[N:5].[OH:23][C@H:24]1[CH2:29][CH2:28][C@H:27]([NH2:30])[CH2:26][CH2:25]1.C(N(CC)C(C)C)(C)C. (5) Given the product [CH2:23]([O:22][C:20](=[O:21])[CH:19]([CH:25]([C:26]1[CH:27]=[CH:28][CH:29]=[CH:30][CH:31]=1)[C:3]1[C:4]2[C:5](=[CH:6][N:7]=[CH:8][CH:9]=2)[NH:1][CH:2]=1)[C:18]([O:17][CH2:15][CH3:16])=[O:32])[CH3:24], predict the reactants needed to synthesize it. The reactants are: [NH:1]1[C:5]2=[CH:6][N:7]=[CH:8][CH:9]=[C:4]2[CH:3]=[CH:2]1.C([Mg]Cl)(C)C.[CH2:15]([O:17][C:18](=[O:32])[C:19](=[CH:25][C:26]1[CH:31]=[CH:30][CH:29]=[CH:28][CH:27]=1)[C:20]([O:22][CH2:23][CH3:24])=[O:21])[CH3:16].